Regression. Given a peptide amino acid sequence and an MHC pseudo amino acid sequence, predict their binding affinity value. This is MHC class II binding data. From a dataset of Peptide-MHC class II binding affinity with 134,281 pairs from IEDB. (1) The binding affinity (normalized) is 0. The peptide sequence is MLNWPVEANTVVEGSD. The MHC is DRB1_0101 with pseudo-sequence DRB1_0101. (2) The peptide sequence is EKPGNRNPYENLLYK. The MHC is DRB4_0101 with pseudo-sequence DRB4_0103. The binding affinity (normalized) is 0.182. (3) The peptide sequence is TVPRTKYTATISGLK. The MHC is HLA-DPA10301-DPB10402 with pseudo-sequence HLA-DPA10301-DPB10402. The binding affinity (normalized) is 0.322.